Dataset: Forward reaction prediction with 1.9M reactions from USPTO patents (1976-2016). Task: Predict the product of the given reaction. (1) The product is: [NH2:22][CH2:21][C@H:18]1[CH2:19][CH2:20][C@H:15]([NH:14][C:12]2[S:13][C:9]3[CH2:8][CH2:7][CH2:6][C:5]4[CH:30]=[CH:31][C:2]([F:1])=[CH:3][C:4]=4[C:10]=3[N:11]=2)[CH2:16][CH2:17]1. Given the reactants [F:1][C:2]1[CH:31]=[CH:30][C:5]2[CH2:6][CH2:7][CH2:8][C:9]3[S:13][C:12]([NH:14][C@H:15]4[CH2:20][CH2:19][C@H:18]([CH2:21][NH:22]C(=O)OC(C)(C)C)[CH2:17][CH2:16]4)=[N:11][C:10]=3[C:4]=2[CH:3]=1, predict the reaction product. (2) Given the reactants [S:1]1[C:5]2[CH:6]=[C:7]([NH:10][CH2:11][CH:12]([CH3:16])C(O)=O)[CH:8]=[CH:9][C:4]=2[N:3]=[CH:2]1.C([N:19]([CH2:22]C)CC)C.C1C=CC(P(N=[N+]=[N-])(C2C=CC=CC=2)=[O:31])=CC=1.C1(C)C=CC=CC=1, predict the reaction product. The product is: [S:1]1[C:5]2[CH:6]=[C:7]([N:10]3[CH2:11][CH:12]([CH3:16])[NH:19][C:22]3=[O:31])[CH:8]=[CH:9][C:4]=2[N:3]=[CH:2]1. (3) The product is: [CH3:1][O:2][CH2:3][CH2:4][CH2:5][N:6]1[C:11]2[CH:12]=[C:13]([CH2:16][O:17][C@H:18]3[CH2:23][N:22]([S:24]([C:27]4[CH:28]=[CH:29][C:30]([CH3:33])=[CH:31][CH:32]=4)(=[O:26])=[O:25])[C@H:21]([CH2:34][C:35]([CH3:40])([CH3:39])[C:36]([NH:55][CH2:54][CH:51]4[CH2:52][CH2:53][O:48][CH2:49][CH2:50]4)=[O:37])[CH2:20][CH2:19]3)[CH:14]=[CH:15][C:10]=2[O:9][C:8]([CH3:47])([C:41]2[CH:42]=[CH:43][CH:44]=[CH:45][CH:46]=2)[CH2:7]1. Given the reactants [CH3:1][O:2][CH2:3][CH2:4][CH2:5][N:6]1[C:11]2[CH:12]=[C:13]([CH2:16][O:17][C@H:18]3[CH2:23][N:22]([S:24]([C:27]4[CH:32]=[CH:31][C:30]([CH3:33])=[CH:29][CH:28]=4)(=[O:26])=[O:25])[C@H:21]([CH2:34][C:35]([CH3:40])([CH3:39])[C:36](O)=[O:37])[CH2:20][CH2:19]3)[CH:14]=[CH:15][C:10]=2[O:9][C:8]([CH3:47])([C:41]2[CH:46]=[CH:45][CH:44]=[CH:43][CH:42]=2)[CH2:7]1.[O:48]1[CH2:53][CH2:52][CH:51]([CH2:54][NH2:55])[CH2:50][CH2:49]1, predict the reaction product. (4) Given the reactants Cl[C:2]1[CH:7]=[CH:6][N:5]=[C:4]2[CH:8]=[C:9]([C:11]3[O:12][C:13]([CH3:16])=[CH:14][N:15]=3)[S:10][C:3]=12.[CH3:17][C:18]1[NH:19][C:20]2[C:25]([CH:26]=1)=[CH:24][C:23]([NH2:27])=[CH:22][CH:21]=2, predict the reaction product. The product is: [CH3:17][C:18]1[NH:19][C:20]2[C:25]([CH:26]=1)=[CH:24][C:23]([NH:27][C:2]1[CH:7]=[CH:6][N:5]=[C:4]3[CH:8]=[C:9]([C:11]4[O:12][C:13]([CH3:16])=[CH:14][N:15]=4)[S:10][C:3]=13)=[CH:22][CH:21]=2. (5) Given the reactants [OH:1][C:2]([CH3:14])([CH3:13])[C:3]([C:5]1[CH:10]=[CH:9][C:8]([CH2:11][OH:12])=[CH:7][CH:6]=1)=[O:4].N1C=CC=CC=1.Cl[C:22]([O:24][CH3:25])=[O:23].O, predict the reaction product. The product is: [CH3:25][O:24][C:22](=[O:23])[O:12][CH2:11][C:8]1[CH:9]=[CH:10][C:5]([C:3](=[O:4])[C:2]([OH:1])([CH3:14])[CH3:13])=[CH:6][CH:7]=1. (6) Given the reactants [CH3:1][O:2][CH2:3][CH:4]([N:6]1[C:10]2[N:11]=[CH:12][S:13][C:9]=2[C:8]([C:14]#N)=[C:7]1[CH3:16])[CH3:5].[OH-:17].[Na+].Cl.O1CCCC1.C[OH:26], predict the reaction product. The product is: [CH3:1][O:2][CH2:3][CH:4]([N:6]1[C:10]2[N:11]=[CH:12][S:13][C:9]=2[C:8]([C:14]([OH:26])=[O:17])=[C:7]1[CH3:16])[CH3:5]. (7) Given the reactants Br[C:2]1[C:3]([F:13])=[CH:4][C:5]2[O:9][C:8](=[O:10])[N:7]([CH3:11])[C:6]=2[CH:12]=1.[CH3:14][C:15]1([CH3:31])[C:19]([CH3:21])([CH3:20])[O:18][B:17]([B:17]2[O:18][C:19]([CH3:21])([CH3:20])[C:15]([CH3:31])([CH3:14])[O:16]2)[O:16]1.C([O-])(=O)C.[K+].C(Cl)Cl, predict the reaction product. The product is: [F:13][C:3]1[C:2]([B:17]2[O:18][C:19]([CH3:21])([CH3:20])[C:15]([CH3:31])([CH3:14])[O:16]2)=[CH:12][C:6]2[N:7]([CH3:11])[C:8](=[O:10])[O:9][C:5]=2[CH:4]=1. (8) Given the reactants C(O[C:6]([C:8]1[N:13]=[C:12]([CH2:14][CH3:15])[C:11]2[C:16]([CH3:19])=[N:17][S:18][C:10]=2[C:9]=1[OH:20])=[O:7])CCC.[NH2:21][CH2:22][C:23]([OH:25])=[O:24], predict the reaction product. The product is: [CH2:14]([C:12]1[C:11]2[C:16]([CH3:19])=[N:17][S:18][C:10]=2[C:9]([OH:20])=[C:8]([C:6]([NH:21][CH2:22][C:23]([OH:25])=[O:24])=[O:7])[N:13]=1)[CH3:15].